From a dataset of Catalyst prediction with 721,799 reactions and 888 catalyst types from USPTO. Predict which catalyst facilitates the given reaction. (1) Reactant: [Si]([O:8][CH:9]1[CH2:13][CH2:12][N:11]([C:14]2[CH:22]=[CH:21][CH:20]=[C:19]3[C:15]=2[CH:16]=[CH:17][N:18]3[C:23]2[CH:28]=[CH:27][N:26]=[C:25]([NH:29][CH:30]3[CH2:35][CH2:34][CH:33]([NH:36][S:37]([CH3:40])(=[O:39])=[O:38])[CH2:32][CH2:31]3)[N:24]=2)[CH2:10]1)(C(C)(C)C)(C)C.CCCC[N+](CCCC)(CCCC)CCCC.[F-]. Product: [OH:8][CH:9]1[CH2:13][CH2:12][N:11]([C:14]2[CH:22]=[CH:21][CH:20]=[C:19]3[C:15]=2[CH:16]=[CH:17][N:18]3[C:23]2[CH:28]=[CH:27][N:26]=[C:25]([NH:29][CH:30]3[CH2:31][CH2:32][CH:33]([NH:36][S:37]([CH3:40])(=[O:38])=[O:39])[CH2:34][CH2:35]3)[N:24]=2)[CH2:10]1. The catalyst class is: 1. (2) Reactant: [OH-].[Na+].[Cl:3][CH2:4][CH2:5][CH2:6][C:7]([C:14]1[CH:19]=[CH:18][C:17]([F:20])=[CH:16][CH:15]=1)([O:12][CH3:13])[C:8]([O:10]C)=[O:9].O. Product: [Cl:3][CH2:4][CH2:5][CH2:6][C:7]([C:14]1[CH:19]=[CH:18][C:17]([F:20])=[CH:16][CH:15]=1)([O:12][CH3:13])[C:8]([OH:10])=[O:9]. The catalyst class is: 36. (3) Reactant: [Br:1][C:2]1[C:11]2[C:6](=[CH:7][CH:8]=[CH:9][CH:10]=2)[C:5]([CH2:12][OH:13])=[CH:4][CH:3]=1.C1C=C[NH+]=CC=1.[O-][Cr](Cl)(=O)=O.[Si](=O)=O. Product: [Br:1][C:2]1[C:11]2[C:6](=[CH:7][CH:8]=[CH:9][CH:10]=2)[C:5]([CH:12]=[O:13])=[CH:4][CH:3]=1. The catalyst class is: 4. (4) Reactant: [CH2:1]([O:3][C:4]1[C:8]([CH2:9][CH2:10][CH2:11][OH:12])=[CH:7][N:6]([C:13]2[CH:18]=[CH:17][C:16]([C:19]([F:22])([F:21])[F:20])=[CH:15][N:14]=2)[N:5]=1)[CH3:2].O[C:24]1[CH:29]=[CH:28][CH:27]=[CH:26][C:25]=1[CH2:30][CH2:31][C:32]([O:34]C)=[O:33].C(P(CCCC)CCCC)CCC.N(C(N1CCCCC1)=O)=NC(N1CCCCC1)=O. Product: [CH2:1]([O:3][C:4]1[C:8]([CH2:9][CH2:10][CH2:11][O:12][C:24]2[CH:29]=[CH:28][CH:27]=[CH:26][C:25]=2[CH2:30][CH2:31][C:32]([OH:34])=[O:33])=[CH:7][N:6]([C:13]2[CH:18]=[CH:17][C:16]([C:19]([F:21])([F:20])[F:22])=[CH:15][N:14]=2)[N:5]=1)[CH3:2]. The catalyst class is: 7. (5) Reactant: O.[PH2:2]([O-:4])=[O:3].[Na+].[CH2:6]([NH:9][C:10](=[O:16])[O:11][C:12]([CH3:15])([CH3:14])[CH3:13])[CH:7]=[CH2:8].C(B(CC)CC)C. Product: [C:12]([O:11][C:10]([NH:9][CH2:6][CH2:7][CH2:8][PH:2](=[O:4])[OH:3])=[O:16])([CH3:15])([CH3:14])[CH3:13]. The catalyst class is: 92. (6) Reactant: CC1C=CC(S([O-])=O)=CC=1.[Na+].C([N:15]([S:40]([CH2:43][C:44]1[CH:49]=[CH:48][CH:47]=[CH:46][CH:45]=1)(=[O:42])=[O:41])[C:16]([CH:18]1[CH2:23][CH2:22][N:21]([C:24]2[C:34]([C:35]#[N:36])=[CH:33][C:27]([C:28]([O:30][CH2:31][CH3:32])=[O:29])=[C:26]([O:37][CH2:38][CH3:39])[N:25]=2)[CH2:20][CH2:19]1)=[O:17])C=C. Product: [CH2:43]([S:40]([NH:15][C:16]([CH:18]1[CH2:23][CH2:22][N:21]([C:24]2[C:34]([C:35]#[N:36])=[CH:33][C:27]([C:28]([O:30][CH2:31][CH3:32])=[O:29])=[C:26]([O:37][CH2:38][CH3:39])[N:25]=2)[CH2:20][CH2:19]1)=[O:17])(=[O:42])=[O:41])[C:44]1[CH:45]=[CH:46][CH:47]=[CH:48][CH:49]=1. The catalyst class is: 73. (7) Reactant: [Li].C[O:3][C:4](=[O:26])[C:5]1[CH:10]=[CH:9][C:8]([S:11]([N:14]2[C:22]3[C:17](=[CH:18][CH:19]=[CH:20][CH:21]=3)[C:16]([CH:23]3[CH2:25][CH2:24]3)=[CH:15]2)(=[O:13])=[O:12])=[CH:7][CH:6]=1.O1CCOCC1.Cl. Product: [CH:23]1([C:16]2[C:17]3[C:22](=[CH:21][CH:20]=[CH:19][CH:18]=3)[N:14]([S:11]([C:8]3[CH:7]=[CH:6][C:5]([C:4]([OH:26])=[O:3])=[CH:10][CH:9]=3)(=[O:12])=[O:13])[CH:15]=2)[CH2:24][CH2:25]1. The catalyst class is: 6. (8) Reactant: [C:1]12([CH2:11][OH:12])[CH2:10][CH:5]3[CH2:6][CH:7]([CH2:9][CH:3]([CH2:4]3)[CH2:2]1)[CH2:8]2.[CH3:13]C(C)([O-])C.[K+].Cl[C:20]1[C:21](F)=[CH:22][C:23]([F:29])=[C:24]([CH:28]=1)[C:25]([OH:27])=[O:26].Cl.[Cl-].[NH4+]. Product: [C:1]12([CH2:11][O:12][C:21]3[C:20]([CH3:13])=[CH:28][C:24]([C:25]([OH:27])=[O:26])=[C:23]([F:29])[CH:22]=3)[CH2:8][CH:7]3[CH2:6][CH:5]([CH2:4][CH:3]([CH2:9]3)[CH2:2]1)[CH2:10]2. The catalyst class is: 16.